From a dataset of Peptide-MHC class I binding affinity with 185,985 pairs from IEDB/IMGT. Regression. Given a peptide amino acid sequence and an MHC pseudo amino acid sequence, predict their binding affinity value. This is MHC class I binding data. (1) The peptide sequence is KSAQVPLPL. The MHC is HLA-B57:01 with pseudo-sequence HLA-B57:01. The binding affinity (normalized) is 0.520. (2) The peptide sequence is RRFQHKDGH. The MHC is HLA-A01:01 with pseudo-sequence HLA-A01:01. The binding affinity (normalized) is 0.0847. (3) The peptide sequence is YIDISDVKVL. The MHC is HLA-A02:06 with pseudo-sequence HLA-A02:06. The binding affinity (normalized) is 0.455. (4) The peptide sequence is RVATENIAV. The MHC is HLA-A31:01 with pseudo-sequence HLA-A31:01. The binding affinity (normalized) is 0.0847. (5) The peptide sequence is SFYLISIFLH. The MHC is HLA-A33:01 with pseudo-sequence HLA-A33:01. The binding affinity (normalized) is 0.479.